From a dataset of Catalyst prediction with 721,799 reactions and 888 catalyst types from USPTO. Predict which catalyst facilitates the given reaction. (1) Reactant: [Si:1]([O:8][CH:9]1[CH2:14][CH2:13][CH:12]([CH:15]([C:26](O)=[O:27])[C:16]([CH:21]2[CH2:25][CH2:24][CH2:23][CH2:22]2)(O)[C:17]([OH:19])=[O:18])[CH2:11][CH2:10]1)([C:4]([CH3:7])([CH3:6])[CH3:5])([CH3:3])[CH3:2]. Product: [Si:1]([O:8][C@@H:9]1[CH2:10][CH2:11][C@H:12]([C:15]2[C:26](=[O:27])[O:19][C:17](=[O:18])[C:16]=2[CH:21]2[CH2:22][CH2:23][CH2:24][CH2:25]2)[CH2:13][CH2:14]1)([C:4]([CH3:7])([CH3:5])[CH3:6])([CH3:3])[CH3:2]. The catalyst class is: 152. (2) Product: [CH2:45]([N:42]1[CH2:41][CH2:40][N:39]([C:35]2[CH:34]=[C:33]([NH:32][C:29]3[N:28]=[CH:27][C:26](/[CH:12]=[CH:11]/[C:9]4[CH:10]=[C:5]([CH:6]=[C:7]([O:22][CH3:23])[CH:8]=4)[C:4]([NH:3][O:2][CH3:1])=[O:24])=[CH:31][N:30]=3)[CH:38]=[CH:37][CH:36]=2)[CH2:44][CH2:43]1)[CH3:46]. Reactant: [CH3:1][O:2][NH:3][C:4](=[O:24])[C:5]1[CH:10]=[C:9](/[CH:11]=[CH:12]/B2OC(C)(C)C(C)(C)O2)[CH:8]=[C:7]([O:22][CH3:23])[CH:6]=1.Br[C:26]1[CH:27]=[N:28][C:29]([NH:32][C:33]2[CH:38]=[CH:37][CH:36]=[C:35]([N:39]3[CH2:44][CH2:43][N:42]([CH2:45][CH3:46])[CH2:41][CH2:40]3)[CH:34]=2)=[N:30][CH:31]=1.C([O-])([O-])=O.[Na+].[Na+]. The catalyst class is: 38. (3) Product: [C:26]([O:30][C:31]([N:16]1[C:17]2[C:22](=[CH:21][CH:20]=[C:19]([Cl:23])[CH:18]=2)/[C:14](=[CH:13]/[C:7]2[CH:8]=[C:9]([Cl:12])[CH:10]=[CH:11][C:6]=2[O:5][CH2:4][C:3]([O:2][CH3:1])=[O:25])/[C:15]1=[O:24])=[O:32])([CH3:29])([CH3:28])[CH3:27]. Reactant: [CH3:1][O:2][C:3](=[O:25])[CH2:4][O:5][C:6]1[CH:11]=[CH:10][C:9]([Cl:12])=[CH:8][C:7]=1/[CH:13]=[C:14]1\[C:15](=[O:24])[NH:16][C:17]2[C:22]\1=[CH:21][CH:20]=[C:19]([Cl:23])[CH:18]=2.[C:26]([O:30][C:31](O[C:31]([O:30][C:26]([CH3:29])([CH3:28])[CH3:27])=[O:32])=[O:32])([CH3:29])([CH3:28])[CH3:27]. The catalyst class is: 112. (4) Reactant: [OH:1][C:2]1[CH:7]=[CH:6][C:5]([CH:8]2[CH2:13][CH2:12][N:11]([C:14]([O:16][CH2:17][C:18]3[CH:23]=[CH:22][CH:21]=[CH:20][CH:19]=3)=[O:15])[CH2:10][CH:9]2[O:24][CH2:25][C:26]2[CH:27]=[CH:28][C:29]3[O:34][CH2:33][C:32](=[O:35])[N:31]([CH2:36][CH2:37][CH2:38][O:39][CH3:40])[C:30]=3[CH:41]=2)=[CH:4][CH:3]=1.[C:42]([O:46][C:47](=[O:52])[NH:48][CH2:49][CH2:50]O)([CH3:45])([CH3:44])[CH3:43].C1(P(C2C=CC=CC=2)C2C=CC=CC=2)C=CC=CC=1. Product: [C:42]([O:46][C:47]([NH:48][CH2:49][CH2:50][O:1][C:2]1[CH:7]=[CH:6][C:5]([CH:8]2[CH2:13][CH2:12][N:11]([C:14]([O:16][CH2:17][C:18]3[CH:19]=[CH:20][CH:21]=[CH:22][CH:23]=3)=[O:15])[CH2:10][CH:9]2[O:24][CH2:25][C:26]2[CH:27]=[CH:28][C:29]3[O:34][CH2:33][C:32](=[O:35])[N:31]([CH2:36][CH2:37][CH2:38][O:39][CH3:40])[C:30]=3[CH:41]=2)=[CH:4][CH:3]=1)=[O:52])([CH3:45])([CH3:44])[CH3:43]. The catalyst class is: 7. (5) Reactant: [NH:1](C(OC(C)(C)C)=O)[C@@H:2]([C:22]([O:24][CH2:25][CH2:26][C:27]([F:30])([F:29])[F:28])=[O:23])[CH2:3][CH2:4][C:5]([NH:7][C@@H:8]([C:19]([OH:21])=[O:20])[CH2:9][C:10]1[C:18]2[C:13](=[CH:14][CH:15]=[CH:16][CH:17]=2)[NH:12][CH:11]=1)=[O:6].Cl. The catalyst class is: 28. Product: [NH2:1][C@@H:2]([C:22]([O:24][CH2:25][CH2:26][C:27]([F:30])([F:28])[F:29])=[O:23])[CH2:3][CH2:4][C:5]([NH:7][C@@H:8]([C:19]([OH:21])=[O:20])[CH2:9][C:10]1[C:18]2[C:13](=[CH:14][CH:15]=[CH:16][CH:17]=2)[NH:12][CH:11]=1)=[O:6]. (6) Reactant: [F:1][C:2]1[CH:7]=[CH:6][C:5]([CH:8]([OH:27])[CH:9]([CH2:13][C:14]2[CH:19]=[CH:18][C:17]([O:20]C3C=CC=CC=3)=[CH:16][CH:15]=2)C(O)=O)=[CH:4][CH:3]=1.[C:36]1(P(N=[N+]=[N-])([C:36]2[CH:41]=[CH:40][CH:39]=[CH:38][CH:37]=2)=O)[CH:41]=[CH:40][CH:39]=[CH:38][CH:37]=1.C([N:47]([CH2:50]C)CC)C.[OH2:52]. The catalyst class is: 7. Product: [F:1][C:2]1[CH:3]=[CH:4][C:5]([CH:8]2[O:27][C:50](=[O:52])[NH:47][CH:9]2[CH2:13][C:14]2[CH:15]=[CH:16][C:17]([O:20][C:36]3[CH:37]=[CH:38][CH:39]=[CH:40][CH:41]=3)=[CH:18][CH:19]=2)=[CH:6][CH:7]=1.